Dataset: Full USPTO retrosynthesis dataset with 1.9M reactions from patents (1976-2016). Task: Predict the reactants needed to synthesize the given product. (1) Given the product [F:11][C:9]1[CH:8]=[CH:7][C:3]([C:4]([OH:6])=[O:5])=[C:2]([NH:1][CH2:19][CH2:18][C:17]([F:22])([F:21])[F:16])[CH:10]=1, predict the reactants needed to synthesize it. The reactants are: [NH2:1][C:2]1[CH:10]=[C:9]([F:11])[CH:8]=[CH:7][C:3]=1[C:4]([OH:6])=[O:5].ClCCCl.[F:16][C:17]([F:22])([F:21])[CH2:18][CH:19]=O.C(O[BH-](OC(=O)C)OC(=O)C)(=O)C.[Na+]. (2) Given the product [Br:1][C:2]1[CH:13]=[CH:12][C:5]([C:6](=[O:7])[CH2:12][CH2:13][CH2:2][CH:3]([CH3:14])[CH3:4])=[CH:4][C:3]=1[CH3:14], predict the reactants needed to synthesize it. The reactants are: [Br:1][C:2]1[CH:13]=[CH:12][C:5]([C:6](N(OC)C)=[O:7])=[CH:4][C:3]=1[CH3:14].